From a dataset of Full USPTO retrosynthesis dataset with 1.9M reactions from patents (1976-2016). Predict the reactants needed to synthesize the given product. (1) Given the product [Br:1][C:2]1[CH:3]=[CH:4][C:5]([CH2:8][OH:9])=[N+:6]([O-:18])[CH:7]=1, predict the reactants needed to synthesize it. The reactants are: [Br:1][C:2]1[CH:3]=[CH:4][C:5]([CH2:8][OH:9])=[N:6][CH:7]=1.ClC1C=CC=C(C(OO)=[O:18])C=1. (2) Given the product [ClH:23].[CH:1]([N:14]1[CH2:17][CH:16]([C:18]([Cl:23])=[O:20])[CH2:15]1)([C:8]1[CH:13]=[CH:12][CH:11]=[CH:10][CH:9]=1)[C:2]1[CH:7]=[CH:6][CH:5]=[CH:4][CH:3]=1, predict the reactants needed to synthesize it. The reactants are: [CH:1]([N:14]1[CH2:17][CH:16]([C:18]([OH:20])=O)[CH2:15]1)([C:8]1[CH:13]=[CH:12][CH:11]=[CH:10][CH:9]=1)[C:2]1[CH:7]=[CH:6][CH:5]=[CH:4][CH:3]=1.S(Cl)([Cl:23])=O.